This data is from Full USPTO retrosynthesis dataset with 1.9M reactions from patents (1976-2016). The task is: Predict the reactants needed to synthesize the given product. (1) Given the product [CH:30]1([C:29]2[C:28]3[CH:27]=[CH:26][C:25]([C:36](=[O:37])[NH:42][CH:39]4[CH2:41][CH2:40]4)=[CH:24][C:23]=3[N:20]3[C:19]=2[C:14]2=[C:13]4[C:18](=[CH:17][CH:16]=[CH:15]2)[C@H:9]([NH:8][C:6](=[O:7])[O:5][C:1]([CH3:4])([CH3:2])[CH3:3])[CH2:10][CH2:11][N:12]4[CH2:22][CH2:21]3)[CH2:31][CH2:32][CH2:33][CH2:34][CH2:35]1, predict the reactants needed to synthesize it. The reactants are: [C:1]([O:5][C:6]([NH:8][C@H:9]1[C:18]2[C:13]3=[C:14]([C:19]4[N:20]([C:23]5[CH:24]=[C:25]([C:36](O)=[O:37])[CH:26]=[CH:27][C:28]=5[C:29]=4[CH:30]4[CH2:35][CH2:34][CH2:33][CH2:32][CH2:31]4)[CH2:21][CH2:22][N:12]3[CH2:11][CH2:10]1)[CH:15]=[CH:16][CH:17]=2)=[O:7])([CH3:4])([CH3:3])[CH3:2].[CH:39]1([NH2:42])[CH2:41][CH2:40]1.CN(C(ON1N=NC2C=CC=NC1=2)=[N+](C)C)C.F[P-](F)(F)(F)(F)F.CCN(C(C)C)C(C)C.Cl. (2) Given the product [Cl:1][C:2]1[CH:7]=[CH:6][C:5]([C:8]([CH3:28])([CH3:27])[CH2:9][C:10]([C:23]([F:26])([F:25])[F:24])([OH:22])[CH2:11][NH:12][C:13]2[CH:21]=[CH:20][CH:19]=[C:18]3[C:14]=2[CH:15]=[CH:16][N:17]3[C:35]2[CH:36]=[N:37][C:32]([F:31])=[CH:33][CH:34]=2)=[C:4]([OH:29])[CH:3]=1, predict the reactants needed to synthesize it. The reactants are: [Cl:1][C:2]1[CH:7]=[CH:6][C:5]([C:8]([CH3:28])([CH3:27])[CH2:9][C:10]([C:23]([F:26])([F:25])[F:24])([OH:22])[CH2:11][NH:12][C:13]2[CH:21]=[CH:20][CH:19]=[C:18]3[C:14]=2[CH:15]=[CH:16][NH:17]3)=[C:4]([O:29]O)[CH:3]=1.[F:31][C:32]1[N:37]=[CH:36][C:35](B(O)O)=[CH:34][CH:33]=1. (3) Given the product [F:13][C:10]([F:11])([F:12])[C:6]1[CH:5]=[C:4]([NH2:1])[CH:9]=[CH:8][N:7]=1, predict the reactants needed to synthesize it. The reactants are: [N+:1]([C:4]1[CH:9]=[CH:8][N:7]=[C:6]([C:10]([F:13])([F:12])[F:11])[CH:5]=1)([O-])=O. (4) Given the product [C:21]([O:20][C:18](=[O:19])[NH:25][CH2:26][C:27]#[C:28][C:14]1[CH:13]=[N:12][C:11]([NH2:17])=[C:10]([C:2]2[S:1][C:5]3[CH:6]=[CH:7][CH:8]=[CH:9][C:4]=3[N:3]=2)[CH:15]=1)([CH3:24])([CH3:23])[CH3:22], predict the reactants needed to synthesize it. The reactants are: [S:1]1[C:5]2[CH:6]=[CH:7][CH:8]=[CH:9][C:4]=2[N:3]=[C:2]1[C:10]1[C:11]([NH2:17])=[N:12][CH:13]=[C:14](Br)[CH:15]=1.[C:18]([NH:25][CH2:26][C:27]#[CH:28])([O:20][C:21]([CH3:24])([CH3:23])[CH3:22])=[O:19].CCN(CC)CC. (5) Given the product [F:16][C:17]1[CH:18]=[CH:19][C:20]([N:23]2[CH2:28][CH2:27][N:26]([C:2]3[C:3]([CH3:15])=[C:4]([CH3:14])[C:5]4[O:9][C:8]([CH3:11])([CH3:10])[CH2:7][C:6]=4[C:12]=3[CH3:13])[CH2:25][CH2:24]2)=[CH:21][CH:22]=1, predict the reactants needed to synthesize it. The reactants are: Br[C:2]1[C:3]([CH3:15])=[C:4]([CH3:14])[C:5]2[O:9][C:8]([CH3:11])([CH3:10])[CH2:7][C:6]=2[C:12]=1[CH3:13].[F:16][C:17]1[CH:22]=[CH:21][C:20]([N:23]2[CH2:28][CH2:27][NH:26][CH2:25][CH2:24]2)=[CH:19][CH:18]=1. (6) Given the product [C:25]([O:29][C:30]([N:32]1[CH2:33][CH2:34][CH:35]([CH2:38][CH2:39][CH2:40][O:41][C:42]2[CH:47]=[CH:46][C:45]([C:48]([N:58]3[CH2:57][C:56]4[CH:55]=[N:54][N:53]([CH3:52])[C:62]=4[NH:61][C:60]4[CH:63]=[CH:64][CH:65]=[CH:66][C:59]3=4)=[O:50])=[CH:44][C:43]=2[CH3:51])[CH2:36][CH2:37]1)=[O:31])([CH3:27])([CH3:26])[CH3:28], predict the reactants needed to synthesize it. The reactants are: C1CN([P+](Br)(N2CCCC2)N2CCCC2)CC1.F[P-](F)(F)(F)(F)F.[C:25]([O:29][C:30]([N:32]1[CH2:37][CH2:36][CH:35]([CH2:38][CH2:39][CH2:40][O:41][C:42]2[CH:47]=[CH:46][C:45]([C:48]([OH:50])=O)=[CH:44][C:43]=2[CH3:51])[CH2:34][CH2:33]1)=[O:31])([CH3:28])([CH3:27])[CH3:26].[CH3:52][N:53]1[C:62]2[NH:61][C:60]3[CH:63]=[CH:64][CH:65]=[CH:66][C:59]=3[NH:58][CH2:57][C:56]=2[CH:55]=[N:54]1.CCN(C(C)C)C(C)C. (7) Given the product [Cl:19][C:20]1[C:28]2[N:27]=[C:26]3[N:29]([C:33]4[C:34]([CH3:43])=[N:35][C:36]([CH:40]5[CH2:41][CH2:42]5)=[N:37][C:38]=4[CH3:39])[CH2:30][CH2:31][CH2:32][N:25]3[C:24]=2[C:23]([CH:44]([OH:45])[C:48]([F:51])([F:50])[F:49])=[CH:22][CH:21]=1, predict the reactants needed to synthesize it. The reactants are: [F-].C([N+](CCCC)(CCCC)CCCC)CCC.[Cl:19][C:20]1[CH:21]=[CH:22][C:23]([CH:44]=[O:45])=[C:24]2[C:28]=1[N:27]=[C:26]1[N:29]([C:33]3[C:34]([CH3:43])=[N:35][C:36]([CH:40]4[CH2:42][CH2:41]4)=[N:37][C:38]=3[CH3:39])[CH2:30][CH2:31][CH2:32][N:25]21.C[Si](C)(C)[C:48]([F:51])([F:50])[F:49].Cl.C(=O)([O-])O.[Na+]. (8) Given the product [Cl:1][C:2]1[CH:7]=[CH:6][C:5]([C:8]2[CH:13]=[CH:12][C:11]([CH3:14])=[C:10]([CH2:15][C:16]([Cl:21])=[O:18])[CH:9]=2)=[CH:4][CH:3]=1, predict the reactants needed to synthesize it. The reactants are: [Cl:1][C:2]1[CH:7]=[CH:6][C:5]([C:8]2[CH:13]=[CH:12][C:11]([CH3:14])=[C:10]([CH2:15][C:16]([OH:18])=O)[CH:9]=2)=[CH:4][CH:3]=1.S(Cl)([Cl:21])=O. (9) Given the product [C:1]([CH2:4][N:5]1[CH2:10][CH2:9][NH:8][CH2:7][CH2:6]1)(=[O:3])[CH3:2], predict the reactants needed to synthesize it. The reactants are: [C:1]([CH2:4][N:5]1[CH2:10][CH2:9][N:8](C(OCC2C=CC=CC=2)=O)[CH2:7][CH2:6]1)(=[O:3])[CH3:2]. (10) Given the product [CH2:1]([O:3][C:4]([C:6]1[CH:10]=[C:9]([Br:11])[S:8][C:7]=1[SH:20]([NH2:40])[C:15]1[CH:16]=[CH:17][CH:18]=[CH:19][CH:14]=1)=[O:5])[CH3:2], predict the reactants needed to synthesize it. The reactants are: [CH2:1]([O:3][C:4]([C:6]1[CH:10]=[C:9]([Br:11])[S:8][C:7]=1Br)=[O:5])[CH3:2].N[C:14]1[CH:19]=[CH:18][CH:17]=[CH:16][C:15]=1[SH:20].C(=O)([O-])[O-].[Cs+].[Cs+].C1CCCCC1.C(OCC)(=O)C.C[N:40](C=O)C.